Dataset: Full USPTO retrosynthesis dataset with 1.9M reactions from patents (1976-2016). Task: Predict the reactants needed to synthesize the given product. (1) Given the product [F:23][C:22]1[C:16]2[O:15][CH2:14][CH:13]([CH2:12][NH:25][CH2:26][CH2:27][OH:28])[O:18][C:17]=2[CH:19]=[C:20]([F:24])[CH:21]=1, predict the reactants needed to synthesize it. The reactants are: CC1C=CC(S(O[CH2:12][CH:13]2[O:18][C:17]3[CH:19]=[C:20]([F:24])[CH:21]=[C:22]([F:23])[C:16]=3[O:15][CH2:14]2)(=O)=O)=CC=1.[NH2:25][CH2:26][CH2:27][OH:28]. (2) Given the product [CH3:27][C:28]1[C:33]([C:2]2[N:11]=[C:10]([NH:12][CH2:13][CH:14]([C:21]3[CH:26]=[CH:25][CH:24]=[CH:23][CH:22]=3)[C:15]3[CH:20]=[CH:19][N:18]=[CH:17][CH:16]=3)[C:9]3[C:4](=[CH:5][CH:6]=[CH:7][CH:8]=3)[N:3]=2)=[CH:32][N:31]2[CH:37]=[CH:38][N:39]=[C:30]2[CH:29]=1, predict the reactants needed to synthesize it. The reactants are: Cl[C:2]1[N:11]=[C:10]([NH:12][CH2:13][CH:14]([C:21]2[CH:26]=[CH:25][CH:24]=[CH:23][CH:22]=2)[C:15]2[CH:20]=[CH:19][N:18]=[CH:17][CH:16]=2)[C:9]2[C:4](=[CH:5][CH:6]=[CH:7][CH:8]=2)[N:3]=1.[CH3:27][C:28]1[C:33](B(O)O)=[CH:32][N:31]2[CH:37]=[CH:38][N:39]=[C:30]2[CH:29]=1.C(NC1C2C(=CC=CC=2)N=C(C2SC3C=CC=CC=3C=2)N=1)(C1C=CC=CC=1)C1C=CC=CC=1.